From a dataset of Full USPTO retrosynthesis dataset with 1.9M reactions from patents (1976-2016). Predict the reactants needed to synthesize the given product. Given the product [Br:22][C:6]1[C:5]2[CH:12]=[C:13]([OH:14])[C:2]([CH3:1])=[C:3]([CH3:21])[C:4]=2[O:8][C:7]=1[C:9](=[O:11])[CH3:10], predict the reactants needed to synthesize it. The reactants are: [CH3:1][C:2]1[C:13]([O:14]C2CCCCO2)=[CH:12][C:5]2[CH:6]=[C:7]([C:9](=[O:11])[CH3:10])[O:8][C:4]=2[C:3]=1[CH3:21].[Br:22]Br.